This data is from Full USPTO retrosynthesis dataset with 1.9M reactions from patents (1976-2016). The task is: Predict the reactants needed to synthesize the given product. (1) Given the product [Br-:1].[CH3:17][C:10]1[CH:11]=[CH:12][CH:13]=[C:8]([C:2]2[CH:3]=[CH:4][CH:5]=[CH:6][CH:7]=2)[NH+:9]=1, predict the reactants needed to synthesize it. The reactants are: [Br-:1].[C:2]1([C:8]2[CH:13]=[CH:12][CH:11]=[CH:10][NH+:9]=2)[CH:7]=[CH:6][CH:5]=[CH:4][CH:3]=1.[H][H].O1CCOC[CH2:17]1. (2) Given the product [CH:21]1([N:11]2[C:12]([CH2:14][CH2:15][C:16]([O:18][CH2:19][CH3:20])=[O:17])=[CH:13][C:9]([OH:8])=[N:10]2)[CH2:22][CH2:23][CH2:24][CH2:25][CH2:26]1, predict the reactants needed to synthesize it. The reactants are: C([O:8][C:9]1[CH:13]=[C:12](/[CH:14]=[CH:15]/[C:16]([O:18][CH2:19][CH3:20])=[O:17])[N:11]([CH:21]2[CH2:26][CH2:25][CH2:24][CH2:23][CH2:22]2)[N:10]=1)C1C=CC=CC=1.O1CCCC1. (3) Given the product [CH3:6][C:2]([C:7]1[CH:12]=[C:11]([F:13])[CH:10]=[CH:9][C:8]=1[O:14][CH3:15])([CH3:1])[CH2:3][CH:4]=[O:5], predict the reactants needed to synthesize it. The reactants are: [CH3:1][C:2]([C:7]1[CH:12]=[C:11]([F:13])[CH:10]=[CH:9][C:8]=1[O:14][CH3:15])([CH3:6])[CH2:3][CH2:4][OH:5].[Cr](Cl)([O-])(=O)=O.[NH+]1C=CC=CC=1.